Regression/Classification. Given a drug SMILES string, predict its toxicity properties. Task type varies by dataset: regression for continuous values (e.g., LD50, hERG inhibition percentage) or binary classification for toxic/non-toxic outcomes (e.g., AMES mutagenicity, cardiotoxicity, hepatotoxicity). Dataset: clintox. From a dataset of Clinical trial toxicity outcomes and FDA approval status for drugs. The drug is CCCC[NH+](CCCC)CC(O)c1cc(Cl)cc2c1-c1ccc(Cl)cc1/C2=C/c1ccc(Cl)cc1. The result is 0 (passed clinical trial).